From a dataset of Catalyst prediction with 721,799 reactions and 888 catalyst types from USPTO. Predict which catalyst facilitates the given reaction. Reactant: C(=O)([O-])[O-].[Cs+].[Cs+].[O:7]1[CH2:12][CH2:11][O:10][C:9]2[CH:13]=[C:14]([C:17]3[CH:24]=[CH:23][CH:22]=[C:21]([CH2:25][O:26][C:27]4[CH:32]=[C:31]([OH:33])[C:30]([CH:34]=[O:35])=[CH:29][C:28]=4[CH3:36])[C:18]=3[C:19]#[N:20])[CH:15]=[CH:16][C:8]1=2.Cl[CH2:38][C:39]1[CH:40]=[N:41][CH:42]=[C:43]([CH:46]=1)[C:44]#[N:45]. Product: [C:19]([C:18]1[C:17]([C:14]2[CH:15]=[CH:16][C:8]3[O:7][CH2:12][CH2:11][O:10][C:9]=3[CH:13]=2)=[CH:24][CH:23]=[CH:22][C:21]=1[CH2:25][O:26][C:27]1[C:28]([CH3:36])=[CH:29][C:30]([CH:34]=[O:35])=[C:31]([CH:32]=1)[O:33][CH2:38][C:39]1[CH:40]=[N:41][CH:42]=[C:43]([CH:46]=1)[C:44]#[N:45])#[N:20]. The catalyst class is: 9.